This data is from Catalyst prediction with 721,799 reactions and 888 catalyst types from USPTO. The task is: Predict which catalyst facilitates the given reaction. (1) Reactant: F[B-](F)(F)F.N1(O[C:16](N(C)C)=[N+:17](C)[CH3:18])C2C=CC=CC=2N=N1.[CH2:23]([O:30][C:31]([N:33]1[CH2:42][CH2:41][C:40]2[C:35](=[CH:36][C:37]([O:43][C:44]3[CH:49]=[CH:48][C:47]([C:50]([OH:52])=O)=[CH:46][CH:45]=3)=[CH:38][CH:39]=2)[CH2:34]1)=[O:32])[C:24]1[CH:29]=[CH:28][CH:27]=[CH:26][CH:25]=1.CNC.CN1CCOCC1. Product: [CH2:23]([O:30][C:31]([N:33]1[CH2:42][CH2:41][C:40]2[C:35](=[CH:36][C:37]([O:43][C:44]3[CH:49]=[CH:48][C:47]([C:50](=[O:52])[N:17]([CH3:18])[CH3:16])=[CH:46][CH:45]=3)=[CH:38][CH:39]=2)[CH2:34]1)=[O:32])[C:24]1[CH:29]=[CH:28][CH:27]=[CH:26][CH:25]=1. The catalyst class is: 7. (2) Reactant: [N:1]1([CH2:5][CH2:6][N:7]2[CH:11]=[C:10]([C:12]3[CH:17]=[CH:16][C:15]([F:18])=[C:14]([CH3:19])[CH:13]=3)[N:9]=[C:8]2[CH:20]2[CH2:25][CH2:24][N:23]([C:26]3[N:31]=[CH:30][N:29]=[C:28]([NH2:32])[C:27]=3[CH:33]([CH3:35])[CH3:34])[CH2:22][CH2:21]2)[CH2:4][CH2:3][CH2:2]1.[ClH:36].O1CCOCC1. Product: [Cl:36][CH2:4][CH2:3][CH2:2][NH:1][CH2:5][CH2:6][N:7]1[CH:11]=[C:10]([C:12]2[CH:17]=[CH:16][C:15]([F:18])=[C:14]([CH3:19])[CH:13]=2)[N:9]=[C:8]1[CH:20]1[CH2:25][CH2:24][N:23]([C:26]2[N:31]=[CH:30][N:29]=[C:28]([NH2:32])[C:27]=2[CH:33]([CH3:35])[CH3:34])[CH2:22][CH2:21]1. The catalyst class is: 5.